Dataset: Forward reaction prediction with 1.9M reactions from USPTO patents (1976-2016). Task: Predict the product of the given reaction. Given the reactants [I:1][C:2]1[CH:10]=[CH:9][C:5]([C:6]([OH:8])=O)=[CH:4][CH:3]=1.C(N1C=CN=C1)(N1C=CN=C1)=O.Cl.[F:24][C:25]1([F:29])[CH2:28][NH:27][CH2:26]1.C(N(CC)CC)C, predict the reaction product. The product is: [F:24][C:25]1([F:29])[CH2:28][N:27]([C:6]([C:5]2[CH:4]=[CH:3][C:2]([I:1])=[CH:10][CH:9]=2)=[O:8])[CH2:26]1.